Dataset: Full USPTO retrosynthesis dataset with 1.9M reactions from patents (1976-2016). Task: Predict the reactants needed to synthesize the given product. (1) Given the product [CH2:19]([N:14]([CH2:15][CH2:16][CH2:17][CH3:18])[C:13]([C:11]1[N:10]=[C:9]([C:24]2[CH:33]=[CH:32][C:27]([C:28]([O:30][CH3:31])=[O:29])=[CH:26][C:25]=2[C:34]([N:36]2[CH2:45][CH2:44][C:43]3[C:38](=[CH:39][CH:40]=[CH:41][CH:42]=3)[CH2:37]2)=[O:35])[N:8]([CH2:7][C:6]([OH:46])=[O:5])[CH:12]=1)=[O:23])[CH2:20][CH2:21][CH3:22], predict the reactants needed to synthesize it. The reactants are: C([O:5][C:6](=[O:46])[CH2:7][N:8]1[CH:12]=[C:11]([C:13](=[O:23])[N:14]([CH2:19][CH2:20][CH2:21][CH3:22])[CH2:15][CH2:16][CH2:17][CH3:18])[N:10]=[C:9]1[C:24]1[CH:33]=[CH:32][C:27]([C:28]([O:30][CH3:31])=[O:29])=[CH:26][C:25]=1[C:34]([N:36]1[CH2:45][CH2:44][C:43]2[C:38](=[CH:39][CH:40]=[CH:41][CH:42]=2)[CH2:37]1)=[O:35])(C)(C)C.FC(F)(F)C(O)=O. (2) Given the product [Br:17][C:5]1[C:6]2[NH:10][CH:9]=[N:8][C:7]=2[C:2]([Cl:1])=[CH:3][C:4]=1[NH:11][C:12]1[NH:13][CH2:14][CH2:15][N:16]=1, predict the reactants needed to synthesize it. The reactants are: [Cl:1][C:2]1[C:7]2[N:8]=[CH:9][NH:10][C:6]=2[CH:5]=[C:4]([NH:11][C:12]2[NH:13][CH2:14][CH2:15][N:16]=2)[CH:3]=1.[Br:17]Br.N. (3) Given the product [F:11][C:7]1[CH:6]=[C:5]2[C:10]([C:2]([C:23]3[CH:22]=[N:21][CH:26]=[CH:25][CH:24]=3)=[CH:3][N:4]2[S:12]([C:15]2[CH:20]=[CH:19][CH:18]=[CH:17][CH:16]=2)(=[O:14])=[O:13])=[CH:9][CH:8]=1, predict the reactants needed to synthesize it. The reactants are: Br[C:2]1[C:10]2[C:5](=[CH:6][C:7]([F:11])=[CH:8][CH:9]=2)[N:4]([S:12]([C:15]2[CH:20]=[CH:19][CH:18]=[CH:17][CH:16]=2)(=[O:14])=[O:13])[CH:3]=1.[N:21]1[CH:26]=[CH:25][CH:24]=[C:23](B(O)O)[CH:22]=1.[O-]P([O-])([O-])=O.[K+].[K+].[K+].COC1C=CC=C(OC)C=1C1C=CC=CC=1P(C1CCCCC1)C1CCCCC1. (4) The reactants are: Cl.[Br:2][C:3]1[CH:9]=[CH:8][C:6]([NH2:7])=[CH:5][C:4]=1[C:10]([F:13])([F:12])[F:11].Cl[C:15](OC(Cl)(Cl)Cl)=[O:16]. Given the product [Br:2][C:3]1[CH:9]=[CH:8][C:6]([N:7]=[C:15]=[O:16])=[CH:5][C:4]=1[C:10]([F:11])([F:12])[F:13], predict the reactants needed to synthesize it. (5) Given the product [NH2:1][C:2]1[C:11]2[N:12]=[C:13]([CH2:39][CH2:40][O:41][CH3:42])[N:14]([CH2:15][CH2:16][CH2:17][N:18]([CH2:27][C:28]3[CH:29]=[C:30]([CH:36]=[CH:37][CH:38]=3)[O:31][CH2:32][C:33]([O:35][CH2:4][CH:9]([CH3:10])[CH3:8])=[O:34])[C:19](=[O:26])[CH2:20][N:21]([CH2:24][CH3:25])[CH2:22][CH3:23])[C:10]=2[C:9]2[CH:8]=[CH:7][CH:6]=[CH:5][C:4]=2[N:3]=1, predict the reactants needed to synthesize it. The reactants are: [NH2:1][C:2]1[C:11]2[N:12]=[C:13]([CH2:39][CH2:40][O:41][CH3:42])[N:14]([CH2:15][CH2:16][CH2:17][N:18]([CH2:27][C:28]3[CH:29]=[C:30]([CH:36]=[CH:37][CH:38]=3)[O:31][CH2:32][C:33]([OH:35])=[O:34])[C:19](=[O:26])[CH2:20][N:21]([CH2:24][CH3:25])[CH2:22][CH3:23])[C:10]=2[C:9]2[CH:8]=[CH:7][CH:6]=[CH:5][C:4]=2[N:3]=1. (6) Given the product [F:1][C:2]1[CH:7]=[C:6]([F:8])[CH:5]=[CH:4][C:3]=1[N:9]1[C:13]([C:14]2[N:15]=[C:16]3[C:22]4[CH:23]=[CH:24][C:25]([C:27]([NH:32][CH3:31])=[O:28])=[CH:26][C:21]=4[O:20][CH2:19][CH2:18][N:17]3[CH:30]=2)=[N:12][CH:11]=[N:10]1, predict the reactants needed to synthesize it. The reactants are: [F:1][C:2]1[CH:7]=[C:6]([F:8])[CH:5]=[CH:4][C:3]=1[N:9]1[C:13]([C:14]2[N:15]=[C:16]3[C:22]4[CH:23]=[CH:24][C:25]([C:27](O)=[O:28])=[CH:26][C:21]=4[O:20][CH2:19][CH2:18][N:17]3[CH:30]=2)=[N:12][CH:11]=[N:10]1.[CH3:31][NH2:32]. (7) Given the product [CH3:35][C:10]1([CH2:9][OH:8])[S:16][CH2:15][CH2:14][N:13]2[C:17]([C:20]3([C:23]4[CH:24]=[CH:25][C:26]([C:29]5[CH:34]=[CH:33][CH:32]=[CH:31][N:30]=5)=[CH:27][CH:28]=4)[CH2:22][CH2:21]3)=[N:18][N:19]=[C:12]2[CH2:11]1, predict the reactants needed to synthesize it. The reactants are: [Si]([O:8][CH2:9][C:10]1([CH3:35])[S:16][CH2:15][CH2:14][N:13]2[C:17]([C:20]3([C:23]4[CH:28]=[CH:27][C:26]([C:29]5[CH:34]=[CH:33][CH:32]=[CH:31][N:30]=5)=[CH:25][CH:24]=4)[CH2:22][CH2:21]3)=[N:18][N:19]=[C:12]2[CH2:11]1)(C(C)(C)C)(C)C.Cl. (8) Given the product [CH2:1]([C:9]1[CH:10]=[CH:11][C:12]([CH2:13][NH:14][C:15](=[O:23])[NH:16][CH2:17][C:18]([OH:20])=[O:19])=[CH:24][CH:25]=1)[CH2:2][CH2:3][CH2:4][CH2:5][CH2:6][CH2:7][CH3:8], predict the reactants needed to synthesize it. The reactants are: [CH2:1]([C:9]1[CH:25]=[CH:24][C:12]([CH2:13][NH:14][C:15](=[O:23])[NH:16][CH2:17][C:18]([O:20]CC)=[O:19])=[CH:11][CH:10]=1)[CH2:2][CH2:3][CH2:4][CH2:5][CH2:6][CH2:7][CH3:8].C(C1C=CC(NC(=O)NCCC(OCC)=O)=CC=1)CCCCCCC. (9) Given the product [Si:1]([O:8][CH2:9][C@H:10]([CH2:26][CH2:27][CH2:28][O:29][S:38]([CH3:37])(=[O:40])=[O:39])[CH2:11][C@H:12]1[CH2:16][O:15][C:14]([CH3:18])([CH3:17])[N:13]1[C:19]([O:21][C:22]([CH3:25])([CH3:24])[CH3:23])=[O:20])([C:4]([CH3:7])([CH3:6])[CH3:5])([CH3:3])[CH3:2], predict the reactants needed to synthesize it. The reactants are: [Si:1]([O:8][CH2:9][C@H:10]([CH2:26][CH2:27][CH2:28][OH:29])[CH2:11][C@H:12]1[CH2:16][O:15][C:14]([CH3:18])([CH3:17])[N:13]1[C:19]([O:21][C:22]([CH3:25])([CH3:24])[CH3:23])=[O:20])([C:4]([CH3:7])([CH3:6])[CH3:5])([CH3:3])[CH3:2].CCN(CC)CC.[CH3:37][S:38](Cl)(=[O:40])=[O:39].